From a dataset of NCI-60 drug combinations with 297,098 pairs across 59 cell lines. Regression. Given two drug SMILES strings and cell line genomic features, predict the synergy score measuring deviation from expected non-interaction effect. (1) Drug 1: C1CCC(CC1)NC(=O)N(CCCl)N=O. Drug 2: CC(C)CN1C=NC2=C1C3=CC=CC=C3N=C2N. Cell line: RXF 393. Synergy scores: CSS=12.4, Synergy_ZIP=-3.75, Synergy_Bliss=-0.277, Synergy_Loewe=-1.36, Synergy_HSA=-1.38. (2) Drug 1: CC12CCC3C(C1CCC2=O)CC(=C)C4=CC(=O)C=CC34C. Drug 2: C1CC(C1)(C(=O)O)C(=O)O.[NH2-].[NH2-].[Pt+2]. Cell line: UACC62. Synergy scores: CSS=40.8, Synergy_ZIP=-7.98, Synergy_Bliss=-4.28, Synergy_Loewe=-8.81, Synergy_HSA=-1.44. (3) Drug 1: CC1=C(C(CCC1)(C)C)C=CC(=CC=CC(=CC(=O)O)C)C. Drug 2: COCCOC1=C(C=C2C(=C1)C(=NC=N2)NC3=CC=CC(=C3)C#C)OCCOC.Cl. Cell line: OVCAR-4. Synergy scores: CSS=4.29, Synergy_ZIP=-1.23, Synergy_Bliss=6.75, Synergy_Loewe=6.63, Synergy_HSA=6.64. (4) Drug 1: CC1=CC2C(CCC3(C2CCC3(C(=O)C)OC(=O)C)C)C4(C1=CC(=O)CC4)C. Drug 2: C1CN(P(=O)(OC1)NCCCl)CCCl. Cell line: DU-145. Synergy scores: CSS=-5.65, Synergy_ZIP=2.34, Synergy_Bliss=0.930, Synergy_Loewe=-3.81, Synergy_HSA=-4.01.